From a dataset of Forward reaction prediction with 1.9M reactions from USPTO patents (1976-2016). Predict the product of the given reaction. (1) Given the reactants [Cl:1][C:2]1[CH:3]=[C:4]2[C:8](=[CH:9][CH:10]=1)[NH:7][CH:6]=[C:5]2[CH2:11][CH2:12][NH:13][C:14](=[O:22])[C:15]1[CH:20]=[CH:19][C:18](I)=[CH:17][CH:16]=1.[CH3:23][C:24]1[CH:25]=[C:26](B(O)O)[CH:27]=[CH:28][C:29]=1[CH3:30].C(=O)([O-])[O-].[Na+].[Na+], predict the reaction product. The product is: [Cl:1][C:2]1[CH:3]=[C:4]2[C:8](=[CH:9][CH:10]=1)[NH:7][CH:6]=[C:5]2[CH2:11][CH2:12][NH:13][C:14]([C:15]1[CH:20]=[CH:19][C:18]([C:26]2[CH:27]=[CH:28][C:29]([CH3:30])=[C:24]([CH3:23])[CH:25]=2)=[CH:17][CH:16]=1)=[O:22]. (2) Given the reactants Cl.[CH3:2][C:3]1[CH:14]=[CH:13][CH:12]=[C:11]([N+:15]([O-])=O)[C:4]=1[CH2:5][C@@H:6]([C:8]([OH:10])=O)[NH2:7].O.C(N(CC)CC)C.[C:26](O[C:26]([O:28][C:29]([CH3:32])([CH3:31])[CH3:30])=[O:27])([O:28][C:29]([CH3:32])([CH3:31])[CH3:30])=[O:27], predict the reaction product. The product is: [C:29]([O:28][C:26](=[O:27])[NH:7][CH:6]1[CH2:5][C:4]2[C:11](=[CH:12][CH:13]=[CH:14][C:3]=2[CH3:2])[NH:15][C:8]1=[O:10])([CH3:32])([CH3:31])[CH3:30]. (3) The product is: [CH3:1][O:2][N:3]([CH3:8])[C:4](=[O:7])[CH2:5][N:9]1[CH2:14][CH2:13][CH2:12][CH2:11][CH2:10]1. Given the reactants [CH3:1][O:2][N:3]([CH3:8])[C:4](=[O:7])[CH2:5]Br.[NH:9]1[CH2:14][CH2:13][CH2:12][CH2:11][CH2:10]1, predict the reaction product. (4) Given the reactants [Cl:1][C:2]1[CH:3]=[C:4]([C:7]2[O:11][N:10]=[C:9]([C@@H:12]3[CH2:17][NH:16][C@H:15]([CH3:18])[CH2:14][CH2:13]3)[N:8]=2)[NH:5][CH:6]=1.[Br:19][C:20]1[CH:25]=[C:24]([C:26](O)=[O:27])[CH:23]=[CH:22][N:21]=1.C(Cl)CCl.C1C=NC2N(O)N=NC=2C=1, predict the reaction product. The product is: [Br:19][C:20]1[CH:25]=[C:24]([C:26]([N:16]2[CH2:17][C@@H:12]([C:9]3[N:8]=[C:7]([C:4]4[NH:5][CH:6]=[C:2]([Cl:1])[CH:3]=4)[O:11][N:10]=3)[CH2:13][CH2:14][C@H:15]2[CH3:18])=[O:27])[CH:23]=[CH:22][N:21]=1. (5) Given the reactants [C:1]([C:3]1[CH:4]=[CH:5][C:6]([O:13][CH3:14])=[C:7]([CH:12]=1)[C:8]([O:10][CH3:11])=[O:9])#[N:2].[N:15]([Sn](C)(C)C)=[N+:16]=[N-:17], predict the reaction product. The product is: [CH3:14][O:13][C:6]1[CH:5]=[CH:4][C:3]([C:1]2[NH:17][N:16]=[N:15][N:2]=2)=[CH:12][C:7]=1[C:8]([O:10][CH3:11])=[O:9]. (6) Given the reactants [CH3:1][C:2]1[N:3]=[C:4]([NH2:13])[S:5][C:6]=1[C:7]1[CH:12]=[CH:11][N:10]=[CH:9][CH:8]=1.[N:14]([CH2:17][C:18]([O:20][CH2:21][CH3:22])=[O:19])=[C:15]=[O:16].C(OCC)(=O)C, predict the reaction product. The product is: [CH2:21]([O:20][C:18](=[O:19])[CH2:17][NH:14][C:15]([NH:13][C:4]1[S:5][C:6]([C:7]2[CH:12]=[CH:11][N:10]=[CH:9][CH:8]=2)=[C:2]([CH3:1])[N:3]=1)=[O:16])[CH3:22]. (7) Given the reactants [NH2:1][C:2]1[N:10]=[C:9]([Cl:11])[CH:8]=[CH:7][C:3]=1[C:4]([OH:6])=O.Cl.[C:13]1([CH2:19][O:20][C:21]2[CH:26]=[CH:25][C:24]([CH2:27][NH2:28])=[CH:23][CH:22]=2)[CH:18]=[CH:17][CH:16]=[CH:15][CH:14]=1.CN([P+](ON1N=NC2C=CC=CC1=2)(N(C)C)N(C)C)C.F[P-](F)(F)(F)(F)F.C(N(CC)CC)C, predict the reaction product. The product is: [NH2:1][C:2]1[N:10]=[C:9]([Cl:11])[CH:8]=[CH:7][C:3]=1[C:4]([NH:28][CH2:27][C:24]1[CH:25]=[CH:26][C:21]([O:20][CH2:19][C:13]2[CH:18]=[CH:17][CH:16]=[CH:15][CH:14]=2)=[CH:22][CH:23]=1)=[O:6].